Dataset: Reaction yield outcomes from USPTO patents with 853,638 reactions. Task: Predict the reaction yield, written as a fraction of the theoretical maximum amount of product (1.0 means a 100% yield; for example, 0.34 means a 34% yield). The reactants are C1COCC1.[F:6][C:7]1[CH:8]=[C:9]([C:13]2[N:18]=[CH:17][C:16]([N:19]3[C:28]4[C:23](=[CH:24][C:25]([S:29](OC5C(F)=C(F)C(F)=C(F)C=5F)(=[O:31])=[O:30])=[CH:26][CH:27]=4)[CH:22]=[CH:21][C:20]3=[O:44])=[C:15]([O:45][CH3:46])[CH:14]=2)[CH:10]=[CH:11][CH:12]=1.[NH2:47][C:48]1[CH:52]=[CH:51][O:50][N:49]=1.C[Si]([N-][Si](C)(C)C)(C)C.[Li+]. The catalyst is C(Cl)Cl.CCOC(C)=O.CCO. The product is [F:6][C:7]1[CH:8]=[C:9]([C:13]2[N:18]=[CH:17][C:16]([N:19]3[C:28]4[C:23](=[CH:24][C:25]([S:29]([NH:47][C:48]5[CH:52]=[CH:51][O:50][N:49]=5)(=[O:30])=[O:31])=[CH:26][CH:27]=4)[CH:22]=[CH:21][C:20]3=[O:44])=[C:15]([O:45][CH3:46])[CH:14]=2)[CH:10]=[CH:11][CH:12]=1. The yield is 0.658.